Dataset: Ames mutagenicity test results for genotoxicity prediction. Task: Regression/Classification. Given a drug SMILES string, predict its toxicity properties. Task type varies by dataset: regression for continuous values (e.g., LD50, hERG inhibition percentage) or binary classification for toxic/non-toxic outcomes (e.g., AMES mutagenicity, cardiotoxicity, hepatotoxicity). Dataset: ames. The molecule is O=C(O)CC(O)(CC(=O)O)C(=O)O. The result is 0 (non-mutagenic).